This data is from Catalyst prediction with 721,799 reactions and 888 catalyst types from USPTO. The task is: Predict which catalyst facilitates the given reaction. Reactant: Br[C:2]1[CH:7]=[C:6]([Cl:8])[CH:5]=[CH:4][C:3]=1[O:9][CH3:10].[CH2:11]=[CH:12][C:13]1[CH:18]=[CH:17][CH:16]=[CH:15][CH:14]=1.C(N(CC)CC)C.C1(P(C2C=CC=CC=2)C2C=CC=CC=2)C=CC=CC=1. Product: [Cl:8][C:6]1[CH:5]=[CH:4][C:3]([O:9][CH3:10])=[C:2]([CH:7]=1)[CH:11]=[CH:12][C:13]1[CH:18]=[CH:17][CH:16]=[CH:15][CH:14]=1. The catalyst class is: 524.